Dataset: Forward reaction prediction with 1.9M reactions from USPTO patents (1976-2016). Task: Predict the product of the given reaction. (1) Given the reactants [Br:1][C:2]1[CH:3]=[N:4][CH:5]=[C:6]([F:8])[CH:7]=1.C(NC(C)C)(C)C.[Li].Cl[C:18]([O:20][CH2:21][CH3:22])=[O:19], predict the reaction product. The product is: [CH2:21]([O:20][C:18](=[O:19])[C:7]1[C:6]([F:8])=[CH:5][N:4]=[CH:3][C:2]=1[Br:1])[CH3:22]. (2) Given the reactants [OH:1][CH2:2][C:3]1[CH:8]=[C:7]([N+:9]([O-:11])=[O:10])[CH:6]=[CH:5][C:4]=1[C:12]#[C:13][C:14]1[CH:19]=[CH:18][CH:17]=[CH:16][C:15]=1[NH:20][C:21](=[O:27])[O:22][C:23]([CH3:26])([CH3:25])[CH3:24].N1C2C(=CC=CC=2)C=CC=1, predict the reaction product. The product is: [C:23]([O:22][C:21](=[O:27])[NH:20][C:15]1[CH:16]=[CH:17][CH:18]=[CH:19][C:14]=1/[CH:13]=[CH:12]\[C:4]1[CH:5]=[CH:6][C:7]([N+:9]([O-:11])=[O:10])=[CH:8][C:3]=1[CH2:2][OH:1])([CH3:26])([CH3:24])[CH3:25]. (3) Given the reactants [CH3:13][C:12]([O:11][C:9](O[C:9]([O:11][C:12]([CH3:15])([CH3:14])[CH3:13])=[O:10])=[O:10])([CH3:15])[CH3:14].[NH2:16][C@H:17]([C:20]([OH:22])=[O:21])[CH2:18][OH:19].[OH-].[Na+], predict the reaction product. The product is: [C:9]([NH:16][C@H:17]([C:20]([OH:22])=[O:21])[CH2:18][OH:19])([O:11][C:12]([CH3:13])([CH3:14])[CH3:15])=[O:10]. (4) Given the reactants C[O:2][C:3](=[O:47])[C:4]1[CH:9]=[CH:8][CH:7]=[C:6]([C:10](N(C(C2N(OCC3C=CC=CC=3)C(C3CCCCC3)NC=2COC23CC4CC(CC(C4)C2)C3)=O)N)=O)[CH:5]=1.[C:48]12([O:58][CH2:59][C:60]3[NH:64][CH:63]([CH:65]4[CH2:70][CH2:69][CH2:68][CH2:67][CH2:66]4)[N:62]([O:71]CC4C=CC=CC=4)[C:61]=3[C:79]([NH:81][NH2:82])=[O:80])[CH2:57][CH:52]3[CH2:53][CH:54]([CH2:56][CH:50]([CH2:51]3)[CH2:49]1)[CH2:55]2.C12(OCC3NC(C4CCCCC4)=NC=3C(NN)=O)CC3CC(CC(C3)C1)C2, predict the reaction product. The product is: [C:48]12([O:58][CH2:59][C:60]3[NH:64][CH:63]([CH:65]4[CH2:66][CH2:67][CH2:68][CH2:69][CH2:70]4)[N:62]([OH:71])[C:61]=3[C:79]3[O:80][C:10]([C:6]4[CH:5]=[C:4]([CH:9]=[CH:8][CH:7]=4)[C:3]([OH:47])=[O:2])=[N:82][N:81]=3)[CH2:55][CH:54]3[CH2:56][CH:50]([CH2:51][CH:52]([CH2:53]3)[CH2:57]1)[CH2:49]2. (5) Given the reactants [CH3:1][C:2]1[S:3][C:4]2[CH:10]=[CH:9][CH:8]=[CH:7][C:5]=2[N:6]=1.[Br:11][CH:12]([OH:14])[CH3:13], predict the reaction product. The product is: [Br-:11].[OH:14][CH2:12][CH2:13][N+:6]1[C:5]2[CH:7]=[CH:8][CH:9]=[CH:10][C:4]=2[S:3][C:2]=1[CH3:1]. (6) Given the reactants [CH3:1][N:2]1[CH:6]=[CH:5][N:4]=[C:3]1[SH:7].[H-].[Na+].[Cl:10][C:11]1[CH:16]=[C:15]([N+:17]([O-:19])=[O:18])[CH:14]=[CH:13][C:12]=1F.CCOC(C)=O, predict the reaction product. The product is: [Cl:10][C:11]1[CH:16]=[C:15]([N+:17]([O-:19])=[O:18])[CH:14]=[CH:13][C:12]=1[S:7][C:3]1[N:2]([CH3:1])[CH:6]=[CH:5][N:4]=1. (7) Given the reactants [O-]CC.[Na+].[C:5]1([CH3:16])[CH:10]=[CH:9][C:8]([C:11]2[NH:15][N:14]=[N:13][N:12]=2)=[CH:7][CH:6]=1.Br[CH2:18][CH2:19][C:20]([O:22][CH2:23][CH3:24])=[O:21], predict the reaction product. The product is: [CH2:23]([O:22][C:20](=[O:21])[CH2:19][CH2:18][N:13]1[N:14]=[N:15][C:11]([C:8]2[CH:7]=[CH:6][C:5]([CH3:16])=[CH:10][CH:9]=2)=[N:12]1)[CH3:24].